From a dataset of Catalyst prediction with 721,799 reactions and 888 catalyst types from USPTO. Predict which catalyst facilitates the given reaction. (1) Reactant: C([O:3][C:4]([C:6]1[N:16]=[CH:15][CH:14]=[CH:13][C:7]=1[C:8]([O:10][CH2:11][CH3:12])=[O:9])=[CH2:5])C.Cl. Product: [C:4]([C:6]1[N:16]=[CH:15][CH:14]=[CH:13][C:7]=1[C:8]([O:10][CH2:11][CH3:12])=[O:9])(=[O:3])[CH3:5]. The catalyst class is: 21. (2) Reactant: C([O:4][CH2:5][CH2:6][CH:7]([C:9]1[S:10][C:11]([C:14]2[N:19]=[C:18]([NH:20][C:21]3[CH:25]=[C:24]([CH:26]4[CH2:28][CH2:27]4)[NH:23][N:22]=3)[C:17]([C:29]#[CH:30])=[CH:16][N:15]=2)=[CH:12][CH:13]=1)[OH:8])(=O)C.[OH-].[Na+].O.Cl. Product: [CH:26]1([C:24]2[NH:23][N:22]=[C:21]([NH:20][C:18]3[C:17]([C:29]#[CH:30])=[CH:16][N:15]=[C:14]([C:11]4[S:10][C:9]([CH:7]([OH:8])[CH2:6][CH2:5][OH:4])=[CH:13][CH:12]=4)[N:19]=3)[CH:25]=2)[CH2:28][CH2:27]1. The catalyst class is: 5. (3) Reactant: C1(N=C=NC2CCCCC2)CCCCC1.C([O:19][C:20]1[C:21]([CH3:42])=[C:22]([CH:39]=[CH:40][CH:41]=1)[C:23]([NH:25][C@@H:26]([CH2:32][C:33]1[CH:38]=[CH:37][CH:36]=[CH:35][CH:34]=1)[C@H:27]([OH:31])[C:28](O)=[O:29])=[O:24])(=O)C.[CH3:43][C:44]1[CH:60]=[CH:59][CH:58]=[CH:57][C:45]=1[CH2:46][NH:47][C:48]([C@@H:50]1[C:54]([CH3:56])([CH3:55])[S:53][CH2:52][NH:51]1)=[O:49].C1C=CC2N(O)N=NC=2C=1.O. Product: [CH3:43][C:44]1[CH:60]=[CH:59][CH:58]=[CH:57][C:45]=1[CH2:46][NH:47][C:48]([C@@H:50]1[C:54]([CH3:56])([CH3:55])[S:53][CH2:52][N:51]1[C:28](=[O:29])[C@@H:27]([OH:31])[C@@H:26]([NH:25][C:23](=[O:24])[C:22]1[CH:39]=[CH:40][CH:41]=[C:20]([OH:19])[C:21]=1[CH3:42])[CH2:32][C:33]1[CH:34]=[CH:35][CH:36]=[CH:37][CH:38]=1)=[O:49]. The catalyst class is: 13. (4) Reactant: [C:1]([NH:4][CH2:5][CH2:6][NH:7][CH2:8][C@:9]12[CH2:47][CH2:46][C@@H:45]([C:48]([CH3:50])=[CH2:49])[C@@H:10]1[C@@H:11]1[C@@:24]([CH3:27])([CH2:25][CH2:26]2)[C@@:23]2([CH3:28])[C@@H:14]([C@:15]3([CH3:44])[C@@H:20]([CH2:21][CH2:22]2)[C:19]([CH3:30])([CH3:29])[C:18]([C:31]2[CH:43]=[CH:42][C:34]([C:35]([O:37]C(C)(C)C)=[O:36])=[CH:33][CH:32]=2)=[CH:17][CH2:16]3)[CH2:13][CH2:12]1)(=[O:3])[CH3:2].C(O)(C(F)(F)F)=O. Product: [C:1]([NH:4][CH2:5][CH2:6][NH:7][CH2:8][C@:9]12[CH2:47][CH2:46][C@@H:45]([C:48]([CH3:50])=[CH2:49])[C@@H:10]1[C@@H:11]1[C@@:24]([CH3:27])([CH2:25][CH2:26]2)[C@@:23]2([CH3:28])[C@@H:14]([C@:15]3([CH3:44])[C@@H:20]([CH2:21][CH2:22]2)[C:19]([CH3:30])([CH3:29])[C:18]([C:31]2[CH:43]=[CH:42][C:34]([C:35]([OH:37])=[O:36])=[CH:33][CH:32]=2)=[CH:17][CH2:16]3)[CH2:13][CH2:12]1)(=[O:3])[CH3:2]. The catalyst class is: 2. (5) Reactant: [CH3:1][O:2][C:3]1[CH:4]=[C:5]2[C:10](=[CH:11][CH:12]=1)[N:9]=[CH:8][C:7]([N+:13]([O-])=O)=[CH:6]2.Cl[Sn]Cl.O.[OH-].[Na+]. Product: [CH3:1][O:2][C:3]1[CH:4]=[C:5]2[C:10](=[CH:11][CH:12]=1)[N:9]=[CH:8][C:7]([NH2:13])=[CH:6]2. The catalyst class is: 126. (6) Reactant: C[O:2][C:3](=[O:36])[C:4]1[CH:9]=[CH:8][CH:7]=[C:6]([C:10]2[O:11][C:12]([CH3:35])=[C:13]([CH2:15][N:16]([CH2:33][CH3:34])[C:17]3[CH:22]=[CH:21][C:20]([C:23]([OH:32])([C:28]([F:31])([F:30])[F:29])[C:24]([F:27])([F:26])[F:25])=[CH:19][CH:18]=3)[N:14]=2)[CH:5]=1.[Li+].[OH-].Cl.CCOCC. Product: [CH2:33]([N:16]([CH2:15][C:13]1[N:14]=[C:10]([C:6]2[CH:5]=[C:4]([CH:9]=[CH:8][CH:7]=2)[C:3]([OH:36])=[O:2])[O:11][C:12]=1[CH3:35])[C:17]1[CH:22]=[CH:21][C:20]([C:23]([OH:32])([C:24]([F:25])([F:26])[F:27])[C:28]([F:30])([F:31])[F:29])=[CH:19][CH:18]=1)[CH3:34]. The catalyst class is: 20. (7) Reactant: Cl.[CH2:2]([O:9][C:10](=[O:16])[C@@H:11]([NH2:15])[CH2:12][O:13][CH3:14])[C:3]1[CH:8]=[CH:7][CH:6]=[CH:5][CH:4]=1.[C:17]([NH:24][C@H:25]([C:30](O)=[O:31])[CH2:26][CH2:27][S:28][CH3:29])([O:19][C:20]([CH3:23])([CH3:22])[CH3:21])=[O:18].C(N(CC)C(C)C)(C)C.CN(C(ON1N=NC2C=CC=CC1=2)=[N+](C)C)C.[B-](F)(F)(F)F. Product: [C:20]([O:19][C:17]([NH:24][C@H:25]([C:30]([NH:15][C@H:11]([C:10]([O:9][CH2:2][C:3]1[CH:8]=[CH:7][CH:6]=[CH:5][CH:4]=1)=[O:16])[CH2:12][O:13][CH3:14])=[O:31])[CH2:26][CH2:27][S:28][CH3:29])=[O:18])([CH3:23])([CH3:22])[CH3:21]. The catalyst class is: 2. (8) Reactant: [NH:1]1[CH:5]=[C:4]([S-:6])[N:3]=[N:2]1.[Na+].[CH2:8](Br)[C:9]1[CH:14]=[CH:13][CH:12]=[CH:11][CH:10]=1.[CH3:16]CO. Product: [CH2:8]([S:6][C:4]1[N:3]=[N:2][N:1]([CH3:16])[CH:5]=1)[C:9]1[CH:14]=[CH:13][CH:12]=[CH:11][CH:10]=1. The catalyst class is: 25.